From a dataset of Peptide-MHC class II binding affinity with 134,281 pairs from IEDB. Regression. Given a peptide amino acid sequence and an MHC pseudo amino acid sequence, predict their binding affinity value. This is MHC class II binding data. (1) The peptide sequence is EKKYFAATQFEPLSA. The MHC is HLA-DPA10103-DPB10401 with pseudo-sequence HLA-DPA10103-DPB10401. The binding affinity (normalized) is 1.00. (2) The peptide sequence is GELQIEDKIDAAFKI. The MHC is DRB1_1501 with pseudo-sequence DRB1_1501. The binding affinity (normalized) is 0.472. (3) The peptide sequence is MRNVFDDVVPADFKV. The MHC is DRB1_0401 with pseudo-sequence DRB1_0401. The binding affinity (normalized) is 0.384. (4) The peptide sequence is HKGIVIKSKKKGSTP. The MHC is H-2-IAb with pseudo-sequence H-2-IAb. The binding affinity (normalized) is 0.214. (5) The peptide sequence is GYKVLVLNPSVAATLGFGAY. The MHC is DRB1_0101 with pseudo-sequence DRB1_0101. The binding affinity (normalized) is 0.884.